Predict which catalyst facilitates the given reaction. From a dataset of Catalyst prediction with 721,799 reactions and 888 catalyst types from USPTO. Reactant: [C:1]([C:4]1[C:22](=[O:23])[C@@:8]2([CH3:24])[C:9]3[C:15]([OH:16])=[CH:14][C:13]([O:17][CH3:18])=[C:12]([C:19]([NH2:21])=[O:20])[C:10]=3[O:11][C:7]2=[CH:6][C:5]=1[OH:25])(=[O:3])[CH3:2].[CH:26]([C:28]1[C:37]2[C:32](=[CH:33][CH:34]=[CH:35][CH:36]=2)[C:31]([C:38]#[N:39])=[CH:30][CH:29]=1)=O.C([SiH](CC)CC)C.FC(F)(F)C(O)=O. Product: [C:1]([C:4]1[C:22](=[O:23])[C@@:8]2([CH3:24])[C:9]3[C:15]([OH:16])=[CH:14][C:13]([O:17][CH3:18])=[C:12]([C:19]([NH:21][CH2:26][C:28]4[C:37]5[C:32](=[CH:33][CH:34]=[CH:35][CH:36]=5)[C:31]([C:38]#[N:39])=[CH:30][CH:29]=4)=[O:20])[C:10]=3[O:11][C:7]2=[CH:6][C:5]=1[OH:25])(=[O:3])[CH3:2]. The catalyst class is: 10.